From a dataset of Full USPTO retrosynthesis dataset with 1.9M reactions from patents (1976-2016). Predict the reactants needed to synthesize the given product. (1) Given the product [Cl:1][C:2]1[CH:3]=[C:4]([C:8]#[C:9][C:10]2[N:11]=[C:12]([CH3:15])[N:13]([C:21]3[CH:20]=[N:19][CH:18]=[C:17]([F:16])[CH:22]=3)[CH:14]=2)[CH:5]=[CH:6][CH:7]=1, predict the reactants needed to synthesize it. The reactants are: [Cl:1][C:2]1[CH:3]=[C:4]([C:8]#[C:9][C:10]2[N:11]=[C:12]([CH3:15])[NH:13][CH:14]=2)[CH:5]=[CH:6][CH:7]=1.[F:16][C:17]1[CH:18]=[N:19][CH:20]=[C:21](F)[CH:22]=1. (2) Given the product [OH:25][C:21]1[CH:20]=[C:19]([C:13]2([CH2:16][CH2:17][CH3:18])[CH2:14][CH2:15][NH:10][CH2:11][CH2:12]2)[CH:24]=[CH:23][CH:22]=1, predict the reactants needed to synthesize it. The reactants are: C1(OC([N:10]2[CH2:15][CH2:14][C:13]([C:19]3[CH:24]=[CH:23][CH:22]=[C:21]([O:25]C(C)C)[CH:20]=3)([CH2:16][CH2:17][CH3:18])[CH2:12][CH2:11]2)=O)C=CC=CC=1.Br.C(O)(=O)C. (3) Given the product [C:1]([O:5][C:6]([N:8]1[CH2:12][C@@H:11]([CH2:13][N:14]([CH:31]([CH3:33])[CH3:32])[C:15](=[O:30])[C:16]2[CH:21]=[CH:20][C:19]([O:22][CH3:23])=[C:18]([O:24][CH2:25][CH2:26][CH2:27][O:28][CH3:29])[CH:17]=2)[C@H:10]([NH:34][C:35](=[O:38])[CH2:36][NH:57][CH2:50][C:51]2[CH:56]=[CH:55][CH:54]=[CH:53][CH:52]=2)[CH2:9]1)=[O:7])([CH3:4])([CH3:3])[CH3:2], predict the reactants needed to synthesize it. The reactants are: [C:1]([O:5][C:6]([N:8]1[CH2:12][C@@H:11]([CH2:13][N:14]([CH:31]([CH3:33])[CH3:32])[C:15](=[O:30])[C:16]2[CH:21]=[CH:20][C:19]([O:22][CH3:23])=[C:18]([O:24][CH2:25][CH2:26][CH2:27][O:28][CH3:29])[CH:17]=2)[C@H:10]([NH:34][C:35](=[O:38])[CH2:36]Cl)[CH2:9]1)=[O:7])([CH3:4])([CH3:3])[CH3:2].[Na+].[I-].CCN(C(C)C)C(C)C.[CH2:50]([NH2:57])[C:51]1[CH:56]=[CH:55][CH:54]=[CH:53][CH:52]=1. (4) The reactants are: [NH:1]1[CH2:6][CH2:5][CH:4]([C:7]([OH:9])=[O:8])[CH2:3][CH2:2]1.[C:10]1([CH:16]([C:22]2[CH:27]=[CH:26][CH:25]=[CH:24][CH:23]=2)[N:17]2[CH2:20][C:19](=O)[CH2:18]2)[CH:15]=[CH:14][CH:13]=[CH:12][CH:11]=1.C([BH3-])#N.C[NH+](C)C. Given the product [C:10]1([CH:16]([C:22]2[CH:27]=[CH:26][CH:25]=[CH:24][CH:23]=2)[N:17]2[CH2:20][CH:19]([N:1]3[CH2:6][CH2:5][CH:4]([C:7]([OH:9])=[O:8])[CH2:3][CH2:2]3)[CH2:18]2)[CH:11]=[CH:12][CH:13]=[CH:14][CH:15]=1, predict the reactants needed to synthesize it. (5) Given the product [Cl:1][C:2]1[CH:7]=[CH:6][C:5]([CH:8]([C:32]2[N:36]([CH3:37])[CH:35]=[N:34][CH:33]=2)[C:9]2[CH:10]=[C:11]3[C:16](=[CH:17][CH:18]=2)[N:15]([CH3:19])[C:14](=[O:20])[CH:13]=[C:12]3[C:21]2[S:22][CH:23]=[C:24]([C:26]3[CH:31]=[CH:30][CH:29]=[CH:28][CH:27]=3)[N:25]=2)=[CH:4][CH:3]=1, predict the reactants needed to synthesize it. The reactants are: [Cl:1][C:2]1[CH:7]=[CH:6][C:5]([C:8](O)([C:32]2[N:36]([CH3:37])[CH:35]=[N:34][CH:33]=2)[C:9]2[CH:10]=[C:11]3[C:16](=[CH:17][CH:18]=2)[N:15]([CH3:19])[C:14](=[O:20])[CH:13]=[C:12]3[C:21]2[S:22][CH:23]=[C:24]([C:26]3[CH:31]=[CH:30][CH:29]=[CH:28][CH:27]=3)[N:25]=2)=[CH:4][CH:3]=1.[NH4+].[OH-]. (6) Given the product [Cl:1][C:2]1[C:7]([CH:8]([CH3:10])[CH3:9])=[CH:6][C:5]([NH:11][CH2:12][C:13]([N:15]2[CH2:20][CH2:19][N:18]([CH:21]3[CH2:24][N:23]([C:25](=[O:28])[CH:26]=[CH2:27])[CH2:22]3)[CH2:17][CH2:16]2)=[O:14])=[C:4]([OH:29])[CH:3]=1, predict the reactants needed to synthesize it. The reactants are: [Cl:1][C:2]1[C:7]([CH:8]([CH3:10])[CH3:9])=[CH:6][C:5]([NH:11][CH2:12][C:13]([N:15]2[CH2:20][CH2:19][N:18]([CH:21]3[CH2:24][N:23]([C:25](=[O:28])[CH:26]=[CH2:27])[CH2:22]3)[CH2:17][CH2:16]2)=[O:14])=[C:4]([O:29]C)[CH:3]=1.B(Br)(Br)Br.CO.CCN(CC)CC.